From a dataset of NCI-60 drug combinations with 297,098 pairs across 59 cell lines. Regression. Given two drug SMILES strings and cell line genomic features, predict the synergy score measuring deviation from expected non-interaction effect. (1) Drug 1: CC12CCC(CC1=CCC3C2CCC4(C3CC=C4C5=CN=CC=C5)C)O. Drug 2: C1=CN(C=N1)CC(O)(P(=O)(O)O)P(=O)(O)O. Cell line: OVCAR-5. Synergy scores: CSS=1.84, Synergy_ZIP=-2.61, Synergy_Bliss=0.434, Synergy_Loewe=-0.264, Synergy_HSA=0.288. (2) Drug 1: CN1CCC(CC1)COC2=C(C=C3C(=C2)N=CN=C3NC4=C(C=C(C=C4)Br)F)OC. Drug 2: CC1CCCC2(C(O2)CC(NC(=O)CC(C(C(=O)C(C1O)C)(C)C)O)C(=CC3=CSC(=N3)C)C)C. Cell line: DU-145. Synergy scores: CSS=6.49, Synergy_ZIP=-4.27, Synergy_Bliss=-1.37, Synergy_Loewe=-3.99, Synergy_HSA=-3.52. (3) Drug 1: CCC(=C(C1=CC=CC=C1)C2=CC=C(C=C2)OCCN(C)C)C3=CC=CC=C3.C(C(=O)O)C(CC(=O)O)(C(=O)O)O. Drug 2: C1CN(CCN1C(=O)CCBr)C(=O)CCBr. Cell line: SF-539. Synergy scores: CSS=9.57, Synergy_ZIP=2.77, Synergy_Bliss=5.35, Synergy_Loewe=-12.3, Synergy_HSA=-2.27. (4) Drug 1: C1=CN(C(=O)N=C1N)C2C(C(C(O2)CO)O)O.Cl. Drug 2: C(=O)(N)NO. Cell line: MDA-MB-231. Synergy scores: CSS=20.6, Synergy_ZIP=-3.58, Synergy_Bliss=-1.13, Synergy_Loewe=-12.3, Synergy_HSA=1.31.